From a dataset of NCI-60 drug combinations with 297,098 pairs across 59 cell lines. Regression. Given two drug SMILES strings and cell line genomic features, predict the synergy score measuring deviation from expected non-interaction effect. (1) Drug 1: C1CCC(C1)C(CC#N)N2C=C(C=N2)C3=C4C=CNC4=NC=N3. Drug 2: CN(CC1=CN=C2C(=N1)C(=NC(=N2)N)N)C3=CC=C(C=C3)C(=O)NC(CCC(=O)O)C(=O)O. Cell line: RPMI-8226. Synergy scores: CSS=-4.14, Synergy_ZIP=-9.71, Synergy_Bliss=-15.9, Synergy_Loewe=-50.8, Synergy_HSA=-24.1. (2) Drug 1: CC(CN1CC(=O)NC(=O)C1)N2CC(=O)NC(=O)C2. Drug 2: C1=C(C(=O)NC(=O)N1)F. Cell line: ACHN. Synergy scores: CSS=63.8, Synergy_ZIP=3.59, Synergy_Bliss=2.98, Synergy_Loewe=8.24, Synergy_HSA=10.4. (3) Drug 1: COC1=CC(=CC(=C1O)OC)C2C3C(COC3=O)C(C4=CC5=C(C=C24)OCO5)OC6C(C(C7C(O6)COC(O7)C8=CC=CS8)O)O. Drug 2: C1=C(C(=O)NC(=O)N1)N(CCCl)CCCl. Cell line: OVCAR-4. Synergy scores: CSS=12.4, Synergy_ZIP=-1.20, Synergy_Bliss=3.89, Synergy_Loewe=5.44, Synergy_HSA=5.53. (4) Cell line: HT29. Synergy scores: CSS=39.5, Synergy_ZIP=1.37, Synergy_Bliss=7.44, Synergy_Loewe=2.46, Synergy_HSA=3.11. Drug 2: CS(=O)(=O)CCNCC1=CC=C(O1)C2=CC3=C(C=C2)N=CN=C3NC4=CC(=C(C=C4)OCC5=CC(=CC=C5)F)Cl. Drug 1: CC(CN1CC(=O)NC(=O)C1)N2CC(=O)NC(=O)C2. (5) Drug 1: CCC1(CC2CC(C3=C(CCN(C2)C1)C4=CC=CC=C4N3)(C5=C(C=C6C(=C5)C78CCN9C7C(C=CC9)(C(C(C8N6C)(C(=O)OC)O)OC(=O)C)CC)OC)C(=O)OC)O.OS(=O)(=O)O. Drug 2: CS(=O)(=O)OCCCCOS(=O)(=O)C. Cell line: NCIH23. Synergy scores: CSS=5.38, Synergy_ZIP=-0.524, Synergy_Bliss=-0.790, Synergy_Loewe=-3.53, Synergy_HSA=-3.73. (6) Drug 1: CC1=C2C(C(=O)C3(C(CC4C(C3C(C(C2(C)C)(CC1OC(=O)C(C(C5=CC=CC=C5)NC(=O)OC(C)(C)C)O)O)OC(=O)C6=CC=CC=C6)(CO4)OC(=O)C)OC)C)OC. Drug 2: C(=O)(N)NO. Cell line: KM12. Synergy scores: CSS=60.8, Synergy_ZIP=8.98, Synergy_Bliss=10.1, Synergy_Loewe=11.5, Synergy_HSA=12.3.